The task is: Predict the reaction yield, written as a fraction of the theoretical maximum amount of product (1.0 means a 100% yield; for example, 0.34 means a 34% yield).. This data is from Reaction yield outcomes from USPTO patents with 853,638 reactions. (1) The reactants are [OH:1][C@@H:2]1[C@H:7]([OH:8])[C@@H:6]([O:9][CH3:10])[C:5]([CH3:12])([CH3:11])[O:4][C@H:3]1[O:13][C:14]1[C:23]([CH3:24])=[C:22]2[C:17]([CH:18]=[C:19]([NH:26][C:27](=[O:36])[C:28]3[CH:33]=[CH:32][C:31](OC)=[CH:30][CH:29]=3)[C:20](=[O:25])[O:21]2)=[CH:16][CH:15]=1.[OH-:37].[Li+].[Cl-].[NH4+:40].C1[CH2:45][O:44]CC1.C[OH:47].O. No catalyst specified. The product is [CH3:10][O:9][C@H:6]1[C:5]([CH3:12])([CH3:11])[O:4][C@@H:3]([O:13][C:14]2[C:23]([CH3:24])=[C:22]3[C:17]([CH:18]=[C:19]([NH:26][C:27](=[O:36])[C:28]4[CH:33]=[CH:32][CH:31]=[C:30]([N+:40]([O-:47])=[O:37])[CH:29]=4)[C:20](=[O:25])[O:21]3)=[CH:16][CH:15]=2)[C@@H:2]2[O:1][C:45](=[O:44])[O:8][C@H:7]12. The yield is 0.470. (2) The reactants are [CH:1]1([C:6]2[C:14]3[O:13][CH:12]([CH2:15][NH2:16])[CH2:11][C:10]=3[CH:9]=[CH:8][CH:7]=2)[CH2:5][CH2:4][CH2:3][CH2:2]1.C(N(C(C)C)CC)(C)C.Cl[C:27]([O:29][CH2:30][C:31]1[CH:36]=[CH:35][CH:34]=[CH:33][CH:32]=1)=[O:28]. The catalyst is O1CCCC1. The product is [CH:1]1([C:6]2[C:14]3[O:13][CH:12]([CH2:15][NH:16][C:27](=[O:28])[O:29][CH2:30][C:31]4[CH:36]=[CH:35][CH:34]=[CH:33][CH:32]=4)[CH2:11][C:10]=3[CH:9]=[CH:8][CH:7]=2)[CH2:2][CH2:3][CH2:4][CH2:5]1. The yield is 0.760. (3) The reactants are [F:1][C:2]1[CH:23]=[CH:22][C:5]([O:6][C:7]2[CH:12]=[CH:11][C:10](B3OC(C)(C)C(C)(C)O3)=[CH:9][CH:8]=2)=[CH:4][CH:3]=1.Br[C:25]1[N:30]=[C:29]([NH2:31])[CH:28]=[CH:27][CH:26]=1.C(=O)([O-])[O-].[Na+].[Na+]. The catalyst is CN(C=O)C.O.[Pd].C1(P(C2C=CC=CC=2)C2C=CC=CC=2)C=CC=CC=1.C1(P(C2C=CC=CC=2)C2C=CC=CC=2)C=CC=CC=1.C1(P(C2C=CC=CC=2)C2C=CC=CC=2)C=CC=CC=1.C1(P(C2C=CC=CC=2)C2C=CC=CC=2)C=CC=CC=1. The product is [F:1][C:2]1[CH:3]=[CH:4][C:5]([O:6][C:7]2[CH:8]=[CH:9][C:10]([C:25]3[N:30]=[C:29]([NH2:31])[CH:28]=[CH:27][CH:26]=3)=[CH:11][CH:12]=2)=[CH:22][CH:23]=1. The yield is 0.920.